This data is from Full USPTO retrosynthesis dataset with 1.9M reactions from patents (1976-2016). The task is: Predict the reactants needed to synthesize the given product. (1) Given the product [C:1]([O:5][C:6]([N:8]1[CH2:9][CH2:10][CH:11]([O:14][C:15]2[CH:16]=[CH:17][C:18]([CH2:21][CH:22]=[O:23])=[CH:19][CH:20]=2)[CH2:12][CH2:13]1)=[O:7])([CH3:4])([CH3:3])[CH3:2], predict the reactants needed to synthesize it. The reactants are: [C:1]([O:5][C:6]([N:8]1[CH2:13][CH2:12][CH:11]([O:14][C:15]2[CH:20]=[CH:19][C:18]([CH2:21][CH2:22][OH:23])=[CH:17][CH:16]=2)[CH2:10][CH2:9]1)=[O:7])([CH3:4])([CH3:3])[CH3:2].CC(OI1(OC(C)=O)(OC(C)=O)OC(=O)C2C=CC=CC1=2)=O. (2) Given the product [Cl:1][C:2]1[N:3]=[C:4]([C:21]2[CH:22]=[C:23]([CH2:27][C:28]#[N:29])[CH:24]=[CH:25][CH:26]=2)[C:5]2[C:10]([CH3:11])=[CH:9][NH:8][C:6]=2[N:7]=1, predict the reactants needed to synthesize it. The reactants are: [Cl:1][C:2]1[N:3]=[C:4](Cl)[C:5]2[C:10]([CH3:11])=[CH:9][NH:8][C:6]=2[N:7]=1.CC1(C)C(C)(C)OB([C:21]2[CH:22]=[C:23]([CH2:27][C:28]#[N:29])[CH:24]=[CH:25][CH:26]=2)O1.C([O-])([O-])=O.[Na+].[Na+]. (3) Given the product [CH3:23][O:22][CH2:21][CH2:20][O:19][CH2:18][O:17][C:14]1[CH:15]=[CH:16][C:11]([C:8]2[CH:9]=[CH:10][C:5]([C:3]([OH:4])=[O:2])=[CH:6][CH:7]=2)=[CH:12][CH:13]=1, predict the reactants needed to synthesize it. The reactants are: C[O:2][C:3]([C:5]1[CH:10]=[CH:9][C:8]([C:11]2[CH:16]=[CH:15][C:14]([O:17][CH2:18][O:19][CH2:20][CH2:21][O:22][CH3:23])=[CH:13][CH:12]=2)=[CH:7][CH:6]=1)=[O:4].CO.[OH-].[Na+].Cl. (4) Given the product [NH2:2][C:1]([C:3]1[CH:15]=[CH:14][C:6]2[S:7][C:8]([C:10]([O:12][CH3:13])=[O:11])=[CH:9][C:5]=2[CH:4]=1)=[O:19], predict the reactants needed to synthesize it. The reactants are: [C:1]([C:3]1[CH:15]=[CH:14][C:6]2[S:7][C:8]([C:10]([O:12][CH3:13])=[O:11])=[CH:9][C:5]=2[CH:4]=1)#[N:2].C(=N[OH:19])C.